Dataset: Catalyst prediction with 721,799 reactions and 888 catalyst types from USPTO. Task: Predict which catalyst facilitates the given reaction. (1) Reactant: [CH3:1][N:2]1[CH:6]=[C:5]([C:7]2[CH:8]=[CH:9][C:10]3[N:11]([C:13]([C:16]([C:18]4[CH:19]=[C:20]5[C:25](=[CH:26][CH:27]=4)[N:24]=[CH:23][CH:22]=[CH:21]5)=[CH2:17])=[CH:14][N:15]=3)[N:12]=2)[CH:4]=[N:3]1. Product: [CH3:1][N:2]1[CH:6]=[C:5]([C:7]2[CH:8]=[CH:9][C:10]3[N:11]([C:13]([CH:16]([C:18]4[CH:19]=[C:20]5[C:25](=[CH:26][CH:27]=4)[N:24]=[CH:23][CH:22]=[CH:21]5)[CH3:17])=[CH:14][N:15]=3)[N:12]=2)[CH:4]=[N:3]1. The catalyst class is: 29. (2) Reactant: [Cl:1][CH2:2][C:3]([C:5]1[CH:9]=[C:8]([C:10](=[O:19])[C:11]2[CH:16]=[CH:15][C:14]([S:17][CH3:18])=[CH:13][CH:12]=2)[N:7]([CH3:20])[CH:6]=1)=[O:4].B1([O-])O[O:22]1.O.O.O.O.[Na+]. Product: [Cl:1][CH2:2][C:3]([C:5]1[CH:9]=[C:8]([C:10](=[O:19])[C:11]2[CH:16]=[CH:15][C:14]([S:17]([CH3:18])=[O:22])=[CH:13][CH:12]=2)[N:7]([CH3:20])[CH:6]=1)=[O:4]. The catalyst class is: 52. (3) Reactant: [NH2:1][C:2]1[S:3][C:4]2[CH:10]=[C:9]([O:11][S:12]([C:15]3[CH:20]=[CH:19][C:18]([F:21])=[CH:17][CH:16]=3)(=[O:14])=[O:13])[CH:8]=[CH:7][C:5]=2[N:6]=1.[CH3:22][O:23][CH2:24][C:25](O)=[O:26].CN(C(ON1N=NC2C=CC=CC1=2)=[N+](C)C)C.F[P-](F)(F)(F)(F)F.C(NC(C)C)(C)C. Product: [CH3:22][O:23][CH2:24][C:25]([NH:1][C:2]1[S:3][C:4]2[CH:10]=[C:9]([O:11][S:12]([C:15]3[CH:20]=[CH:19][C:18]([F:21])=[CH:17][CH:16]=3)(=[O:13])=[O:14])[CH:8]=[CH:7][C:5]=2[N:6]=1)=[O:26]. The catalyst class is: 288. (4) Reactant: [O:1]=[C:2]1[CH2:7][NH:6][CH2:5][CH2:4][N:3]1[C:8]1[CH:9]=[N:10][C:11]2[C:16]([CH:17]=1)=[CH:15][CH:14]=[C:13]([C:18]#[N:19])[CH:12]=2.[CH3:20][C:21]1[C:29]2[CH2:28][O:27][C:26](=[O:30])[C:25]=2[CH:24]=[CH:23][C:22]=1[C@@H:31]1[CH2:33][O:32]1. Product: [OH:32][C@H:31]([C:22]1[CH:23]=[CH:24][C:25]2[C:26](=[O:30])[O:27][CH2:28][C:29]=2[C:21]=1[CH3:20])[CH2:33][N:6]1[CH2:5][CH2:4][N:3]([C:8]2[CH:9]=[N:10][C:11]3[C:16]([CH:17]=2)=[CH:15][CH:14]=[C:13]([C:18]#[N:19])[CH:12]=3)[C:2](=[O:1])[CH2:7]1. The catalyst class is: 14. (5) Reactant: [Si:1]([O:8][C@H:9]1[CH2:12][NH:11][C@@H:10]1[C:13]([O:15][CH3:16])=[O:14])([C:4]([CH3:7])([CH3:6])[CH3:5])([CH3:3])[CH3:2].[Cl:17][C:18]1[CH:23]=[N:22][CH:21]=[C:20](Cl)[N:19]=1.CCN(C(C)C)C(C)C.C1N2CCN(CC2)C1. Product: [Si:1]([O:8][C@H:9]1[CH2:12][N:11]([C:20]2[CH:21]=[N:22][CH:23]=[C:18]([Cl:17])[N:19]=2)[C@@H:10]1[C:13]([O:15][CH3:16])=[O:14])([C:4]([CH3:7])([CH3:6])[CH3:5])([CH3:2])[CH3:3]. The catalyst class is: 41. (6) Reactant: [F:1][C:2]([F:34])([F:33])[O:3][C:4]1[CH:9]=[CH:8][C:7]([N:10]2[CH:14]=[N:13][C:12]([C:15]3[CH:32]=[CH:31][C:18]([CH2:19][NH:20]C(=O)OCC4C=CC=CC=4)=[CH:17][CH:16]=3)=[N:11]2)=[CH:6][CH:5]=1.C(O)(=O)C.C(OCC)C. Product: [F:34][C:2]([F:1])([F:33])[O:3][C:4]1[CH:5]=[CH:6][C:7]([N:10]2[CH:14]=[N:13][C:12]([C:15]3[CH:32]=[CH:31][C:18]([CH2:19][NH2:20])=[CH:17][CH:16]=3)=[N:11]2)=[CH:8][CH:9]=1. The catalyst class is: 201. (7) Reactant: [NH2:1][C:2]1[N:7]=[CH:6][N:5]=[C:4]2[N:8]([CH2:26][C@H:27]3[CH2:31][CH2:30][CH2:29][N:28]3C(OC(C)(C)C)=O)[N:9]=[C:10]([C:11]3[CH:16]=[CH:15][C:14]([O:17][C:18]4[C:23]([F:24])=[CH:22][CH:21]=[CH:20][C:19]=4[F:25])=[CH:13][CH:12]=3)[C:3]=12.FC(F)(F)C(O)=O. Product: [F:25][C:19]1[CH:20]=[CH:21][CH:22]=[C:23]([F:24])[C:18]=1[O:17][C:14]1[CH:13]=[CH:12][C:11]([C:10]2[C:3]3[C:4](=[N:5][CH:6]=[N:7][C:2]=3[NH2:1])[N:8]([CH2:26][C@H:27]3[CH2:31][CH2:30][CH2:29][NH:28]3)[N:9]=2)=[CH:16][CH:15]=1. The catalyst class is: 4. (8) Reactant: CO[C:3]([C:5]1[C:6]([OH:35])=[C:7]2[C:12](=[C:13]([C:15]3[CH:20]=[CH:19][N:18]=[CH:17][CH:16]=3)[N:14]=1)[N:11]([CH2:21][C:22]1[CH:27]=[CH:26][CH:25]=[CH:24][CH:23]=1)[C:10](=[O:28])[C:9]([C:29]1[CH:34]=[CH:33][CH:32]=[CH:31][CH:30]=1)=[CH:8]2)=[O:4].[NH2:36][CH2:37][CH2:38][C:39]([OH:41])=[O:40].C[O-].[Na+]. Product: [CH2:21]([N:11]1[C:12]2[C:7](=[C:6]([OH:35])[C:5]([C:3]([NH:36][CH2:37][CH2:38][C:39]([OH:41])=[O:40])=[O:4])=[N:14][C:13]=2[C:15]2[CH:16]=[CH:17][N:18]=[CH:19][CH:20]=2)[CH:8]=[C:9]([C:29]2[CH:30]=[CH:31][CH:32]=[CH:33][CH:34]=2)[C:10]1=[O:28])[C:22]1[CH:27]=[CH:26][CH:25]=[CH:24][CH:23]=1. The catalyst class is: 250.